The task is: Predict the product of the given reaction.. This data is from Forward reaction prediction with 1.9M reactions from USPTO patents (1976-2016). (1) Given the reactants C([O:8][C:9]1[CH:14]=[CH:13][CH:12]=[CH:11][C:10]=1[CH:15]([C:17]1[CH:22]=[CH:21][CH:20]=[C:19]([F:23])[CH:18]=1)O)C1C=CC=CC=1.Cl, predict the reaction product. The product is: [F:23][C:19]1[CH:18]=[C:17]([CH:22]=[CH:21][CH:20]=1)[CH2:15][C:10]1[CH:11]=[CH:12][CH:13]=[CH:14][C:9]=1[OH:8]. (2) The product is: [Cl:20][C:14]1[CH:15]=[CH:16][CH:17]=[C:18]2[C:13]=1[N:12]=[C:11]([C:21]1[CH:26]=[CH:25][CH:24]=[CH:23][C:22]=1[Cl:27])[C:10]([CH2:9][NH:8][C:6]1[C:5]([F:28])=[CH:4][N:3]=[C:2]([N:42]=[C:29]([C:30]3[CH:35]=[CH:34][CH:33]=[CH:32][CH:31]=3)[C:36]3[CH:41]=[CH:40][CH:39]=[CH:38][CH:37]=3)[N:7]=1)=[CH:19]2. Given the reactants Cl[C:2]1[N:7]=[C:6]([NH:8][CH2:9][C:10]2[C:11]([C:21]3[CH:26]=[CH:25][CH:24]=[CH:23][C:22]=3[Cl:27])=[N:12][C:13]3[C:18]([CH:19]=2)=[CH:17][CH:16]=[CH:15][C:14]=3[Cl:20])[C:5]([F:28])=[CH:4][N:3]=1.[C:29](=[NH:42])([C:36]1[CH:41]=[CH:40][CH:39]=[CH:38][CH:37]=1)[C:30]1[CH:35]=[CH:34][CH:33]=[CH:32][CH:31]=1.C1(P(C2C=CC=CC=2)C2(P(C3C=CC=CC=3)C3C=CC=CC=3)CC=C3C(C=CC=C3)=C2C2C3C(=CC=CC=3)C=CC=2)C=CC=CC=1.CC(C)([O-])C.[Na+], predict the reaction product. (3) Given the reactants [NH2:1][C:2]1[C:3]2[C:10]([Cl:11])=[CH:9][N:8]([C@@H:12]3[O:16][C:15]([CH2:19][OH:20])([CH2:17][OH:18])[C@@H:14]([O:21][Si:22]([C:25]([CH3:28])([CH3:27])[CH3:26])([CH3:24])[CH3:23])[CH2:13]3)[C:4]=2[N:5]=[CH:6][N:7]=1, predict the reaction product. The product is: [NH2:1][C:2]1[C:3]2[C:10]([Cl:11])=[CH:9][N:8]([C@@H:12]3[O:16][C@@:15]([CH2:19][OH:20])([CH:17]=[O:18])[C@@H:14]([O:21][Si:22]([C:25]([CH3:28])([CH3:27])[CH3:26])([CH3:23])[CH3:24])[CH2:13]3)[C:4]=2[N:5]=[CH:6][N:7]=1. (4) Given the reactants [N:1]1[CH:2]=[C:3]([C:10]([NH:12][C:13]2[CH:14]=[C:15]([C:20]3[N:24]=[C:23]([CH:25]4[CH2:28][N:27]([S:29]([NH:32]C(=O)OC(C)(C)C)(=[O:31])=[O:30])[CH2:26]4)[O:22][N:21]=3)[CH:16]=[CH:17][C:18]=2[CH3:19])=[O:11])[N:4]2[CH:9]=[CH:8][CH:7]=[CH:6][C:5]=12.Cl, predict the reaction product. The product is: [CH3:19][C:18]1[CH:17]=[CH:16][C:15]([C:20]2[N:24]=[C:23]([CH:25]3[CH2:28][N:27]([S:29](=[O:31])(=[O:30])[NH2:32])[CH2:26]3)[O:22][N:21]=2)=[CH:14][C:13]=1[NH:12][C:10]([C:3]1[N:4]2[CH:9]=[CH:8][CH:7]=[CH:6][C:5]2=[N:1][CH:2]=1)=[O:11].